This data is from Retrosynthesis with 50K atom-mapped reactions and 10 reaction types from USPTO. The task is: Predict the reactants needed to synthesize the given product. (1) The reactants are: CCOC(=O)Cc1c(C)n(C(=O)c2ccc(Cl)cc2)c2cc(Cl)c(OC)cc12. Given the product COc1cc2c(CC(=O)O)c(C)n(C(=O)c3ccc(Cl)cc3)c2cc1Cl, predict the reactants needed to synthesize it. (2) Given the product CS(=O)(=O)Nc1ccc(F)cc1I, predict the reactants needed to synthesize it. The reactants are: CS(=O)(=O)Cl.Nc1ccc(F)cc1I.